This data is from Catalyst prediction with 721,799 reactions and 888 catalyst types from USPTO. The task is: Predict which catalyst facilitates the given reaction. (1) Reactant: [Cl-].[CH3:2][O:3]C[P+](C1C=CC=CC=1)(C1C=CC=CC=1)C1C=CC=CC=1.CC(C)([O-])C.[K+].[CH3:30][CH:31]1[CH2:36][C:35](=O)[CH2:34][CH2:33][CH:32]1[C:38]([O:40][CH2:41][CH3:42])=[O:39].Cl. Product: [CH:2]([CH:35]1[CH2:34][CH2:33][CH:32]([C:38]([O:40][CH2:41][CH3:42])=[O:39])[CH:31]([CH3:30])[CH2:36]1)=[O:3]. The catalyst class is: 249. (2) The catalyst class is: 5. Product: [ClH:24].[ClH:24].[CH2:1]([NH:3][CH2:4][CH2:5][N:6]1[CH2:11][CH2:10][S:9][C:8]2[CH:12]=[C:13]([NH:16][C:17]([C:19]3[S:20][CH:21]=[CH:22][CH:23]=3)=[NH:18])[CH:14]=[CH:15][C:7]1=2)[CH3:2]. Reactant: [CH2:1]([NH:3][CH2:4][CH2:5][N:6]1[CH2:11][CH2:10][S:9][C:8]2[CH:12]=[C:13]([NH:16][C:17]([C:19]3[S:20][CH:21]=[CH:22][CH:23]=3)=[NH:18])[CH:14]=[CH:15][C:7]1=2)[CH3:2].[ClH:24]. (3) Reactant: [Si]([O:18][C:19]1[CH:58]=[CH:57][C:22]([O:23][CH2:24][C@@H:25]([OH:56])[CH2:26][NH:27][CH2:28][CH2:29][C:30]2[CH:55]=[CH:54][C:33]([NH:34][CH:35]3[CH2:40][CH2:39][N:38]([C:41]([NH:43][CH2:44][CH2:45][C:46]4[CH:51]=[CH:50][C:49]([CH2:52][CH3:53])=[CH:48][CH:47]=4)=[O:42])[CH2:37][CH2:36]3)=[CH:32][CH:31]=2)=[CH:21][CH:20]=1)(C(C)(C)C)(C1C=CC=CC=1)C1C=CC=CC=1. Product: [CH2:52]([C:49]1[CH:50]=[CH:51][C:46]([CH2:45][CH2:44][NH:43][C:41]([N:38]2[CH2:39][CH2:40][CH:35]([NH:34][C:33]3[CH:54]=[CH:55][C:30]([CH2:29][CH2:28][NH:27][CH2:26][C@H:25]([OH:56])[CH2:24][O:23][C:22]4[CH:21]=[CH:20][C:19]([OH:18])=[CH:58][CH:57]=4)=[CH:31][CH:32]=3)[CH2:36][CH2:37]2)=[O:42])=[CH:47][CH:48]=1)[CH3:53]. The catalyst class is: 147. (4) Reactant: [F:1][C:2]1[C:8]([F:9])=[CH:7][C:5]([NH2:6])=[C:4]([N+:10]([O-])=O)[CH:3]=1.[CH2:13]([O:15][CH:16]([O:21][CH2:22][CH3:23])[C:17](=N)OC)[CH3:14].C(O)(=O)C. Product: [CH2:13]([O:15][CH:16]([O:21][CH2:22][CH3:23])[C:17]1[NH:6][C:5]2[CH:7]=[C:8]([F:9])[C:2]([F:1])=[CH:3][C:4]=2[N:10]=1)[CH3:14]. The catalyst class is: 19. (5) Reactant: [N+:1]([C:4]1[CH:12]=[CH:11][CH:10]=[C:9]2[C:5]=1[CH2:6][O:7][C:8]2=[O:13])([O-])=O. Product: [NH2:1][C:4]1[CH:12]=[CH:11][CH:10]=[C:9]2[C:5]=1[CH2:6][O:7][C:8]2=[O:13]. The catalyst class is: 78.